Dataset: NCI-60 drug combinations with 297,098 pairs across 59 cell lines. Task: Regression. Given two drug SMILES strings and cell line genomic features, predict the synergy score measuring deviation from expected non-interaction effect. (1) Drug 1: C1CCC(CC1)NC(=O)N(CCCl)N=O. Drug 2: C1=CC(=CC=C1C#N)C(C2=CC=C(C=C2)C#N)N3C=NC=N3. Cell line: HCT-15. Synergy scores: CSS=32.3, Synergy_ZIP=0.0435, Synergy_Bliss=5.14, Synergy_Loewe=4.03, Synergy_HSA=3.72. (2) Drug 1: CCC1=CC2CC(C3=C(CN(C2)C1)C4=CC=CC=C4N3)(C5=C(C=C6C(=C5)C78CCN9C7C(C=CC9)(C(C(C8N6C)(C(=O)OC)O)OC(=O)C)CC)OC)C(=O)OC.C(C(C(=O)O)O)(C(=O)O)O. Drug 2: C1=CC(=CC=C1CC(C(=O)O)N)N(CCCl)CCCl.Cl. Cell line: PC-3. Synergy scores: CSS=34.0, Synergy_ZIP=-2.03, Synergy_Bliss=-2.75, Synergy_Loewe=-14.5, Synergy_HSA=-1.92. (3) Drug 1: CC1=C(C=C(C=C1)NC(=O)C2=CC=C(C=C2)CN3CCN(CC3)C)NC4=NC=CC(=N4)C5=CN=CC=C5. Drug 2: C1=NC2=C(N=C(N=C2N1C3C(C(C(O3)CO)O)F)Cl)N. Cell line: A498. Synergy scores: CSS=-3.20, Synergy_ZIP=3.25, Synergy_Bliss=-0.0578, Synergy_Loewe=-5.88, Synergy_HSA=-5.31. (4) Drug 1: CCCCCOC(=O)NC1=NC(=O)N(C=C1F)C2C(C(C(O2)C)O)O. Drug 2: C1CN1C2=NC(=NC(=N2)N3CC3)N4CC4. Cell line: OVCAR-4. Synergy scores: CSS=4.65, Synergy_ZIP=-1.37, Synergy_Bliss=-0.932, Synergy_Loewe=-19.7, Synergy_HSA=-5.93. (5) Drug 1: CC(C1=C(C=CC(=C1Cl)F)Cl)OC2=C(N=CC(=C2)C3=CN(N=C3)C4CCNCC4)N. Drug 2: CCC1=C2CN3C(=CC4=C(C3=O)COC(=O)C4(CC)O)C2=NC5=C1C=C(C=C5)O. Cell line: HCT-15. Synergy scores: CSS=45.8, Synergy_ZIP=-0.617, Synergy_Bliss=-1.11, Synergy_Loewe=-17.3, Synergy_HSA=-1.22. (6) Drug 1: CC1=C(N=C(N=C1N)C(CC(=O)N)NCC(C(=O)N)N)C(=O)NC(C(C2=CN=CN2)OC3C(C(C(C(O3)CO)O)O)OC4C(C(C(C(O4)CO)O)OC(=O)N)O)C(=O)NC(C)C(C(C)C(=O)NC(C(C)O)C(=O)NCCC5=NC(=CS5)C6=NC(=CS6)C(=O)NCCC[S+](C)C)O. Drug 2: CNC(=O)C1=NC=CC(=C1)OC2=CC=C(C=C2)NC(=O)NC3=CC(=C(C=C3)Cl)C(F)(F)F. Cell line: HT29. Synergy scores: CSS=3.73, Synergy_ZIP=1.49, Synergy_Bliss=6.46, Synergy_Loewe=1.38, Synergy_HSA=2.60. (7) Drug 1: CC1=CC2C(CCC3(C2CCC3(C(=O)C)OC(=O)C)C)C4(C1=CC(=O)CC4)C. Drug 2: CS(=O)(=O)CCNCC1=CC=C(O1)C2=CC3=C(C=C2)N=CN=C3NC4=CC(=C(C=C4)OCC5=CC(=CC=C5)F)Cl. Cell line: NCI-H522. Synergy scores: CSS=29.9, Synergy_ZIP=3.38, Synergy_Bliss=7.36, Synergy_Loewe=-21.9, Synergy_HSA=5.88.